This data is from Peptide-MHC class I binding affinity with 185,985 pairs from IEDB/IMGT. The task is: Regression. Given a peptide amino acid sequence and an MHC pseudo amino acid sequence, predict their binding affinity value. This is MHC class I binding data. (1) The peptide sequence is QLAGYILTV. The MHC is HLA-A02:19 with pseudo-sequence HLA-A02:19. The binding affinity (normalized) is 0.936. (2) The peptide sequence is YPQLSAIAL. The binding affinity (normalized) is 0.0847. The MHC is HLA-B46:01 with pseudo-sequence HLA-B46:01. (3) The peptide sequence is TYKKKNNHI. The MHC is HLA-A29:02 with pseudo-sequence HLA-A29:02. The binding affinity (normalized) is 0.149. (4) The peptide sequence is MSLYMAISPK. The MHC is HLA-A33:01 with pseudo-sequence HLA-A33:01. The binding affinity (normalized) is 0.304. (5) The peptide sequence is WGKEAVNHF. The MHC is HLA-B46:01 with pseudo-sequence HLA-B46:01. The binding affinity (normalized) is 0.0847.